This data is from Peptide-MHC class I binding affinity with 185,985 pairs from IEDB/IMGT. The task is: Regression. Given a peptide amino acid sequence and an MHC pseudo amino acid sequence, predict their binding affinity value. This is MHC class I binding data. (1) The peptide sequence is VLAGYGAGI. The MHC is HLA-A68:02 with pseudo-sequence HLA-A68:02. The binding affinity (normalized) is 0.113. (2) The peptide sequence is HLDELTTTL. The MHC is HLA-B15:01 with pseudo-sequence HLA-B15:01. The binding affinity (normalized) is 0.213. (3) The peptide sequence is YTYGAGSYF. The MHC is HLA-B83:01 with pseudo-sequence HLA-B83:01. The binding affinity (normalized) is 0.213.